From a dataset of Experimentally validated miRNA-target interactions with 360,000+ pairs, plus equal number of negative samples. Binary Classification. Given a miRNA mature sequence and a target amino acid sequence, predict their likelihood of interaction. The miRNA is hsa-miR-4735-3p with sequence AAAGGUGCUCAAAUUAGACAU. The protein sequence of the target gene is MAATARRGWGAAAVAAGLRRRFCHMLKNPYTIKKQPLHQFVQRPLFPLPAAFYHPVRYMFIQTQDTPNPNSLKFIPGKPVLETRTMDFPTPAAAFRSPLARQLFRIEGVKSVFFGPDFITVTKENEELDWNLLKPDIYATIMDFFASGLPLVTEETPSGEAGSEEDDEVVAMIKELLDTRIRPTVQEDGGDVIYKGFEDGIVQLKLQGSCTSCPSSIITLKNGIQNMLQFYIPEVEGVEQVMDDESDEKEANSP. Result: 0 (no interaction).